From a dataset of Forward reaction prediction with 1.9M reactions from USPTO patents (1976-2016). Predict the product of the given reaction. Given the reactants [Cl:1][C:2]1[CH:14]=[CH:13][C:5]([O:6][C:7]([CH3:12])([CH3:11])[C:8]([NH2:10])=O)=[C:4]([F:15])[CH:3]=1.C(N(CC)CC)C.FC(F)(F)C(OC(=O)C(F)(F)F)=O.CO, predict the reaction product. The product is: [Cl:1][C:2]1[CH:14]=[CH:13][C:5]([O:6][C:7]([CH3:12])([CH3:11])[C:8]#[N:10])=[C:4]([F:15])[CH:3]=1.